This data is from Reaction yield outcomes from USPTO patents with 853,638 reactions. The task is: Predict the reaction yield, written as a fraction of the theoretical maximum amount of product (1.0 means a 100% yield; for example, 0.34 means a 34% yield). (1) The reactants are [C:1]([NH:4][C:5]1[CH:10]=[CH:9][C:8]([C:11]2[C:20]3[C:15](=[CH:16][CH:17]=[C:18]([S:21][CH3:22])[CH:19]=3)[CH:14]=[N:13][N:12]=2)=[CH:7][CH:6]=1)(=[O:3])[CH3:2].[BH3-]C#N.[Na+].O.C([O-])(O)=O.[Na+]. The catalyst is C(O)(=O)C. The product is [C:1]([NH:4][C:5]1[CH:6]=[CH:7][C:8]([C:11]2[C:20]3[C:15](=[CH:16][CH:17]=[C:18]([S:21][CH3:22])[CH:19]=3)[CH2:14][NH:13][N:12]=2)=[CH:9][CH:10]=1)(=[O:3])[CH3:2]. The yield is 0.740. (2) The reactants are [NH:1]1[CH:5]=[CH:4][C:3]([C:6]([O:8][CH3:9])=[O:7])=[CH:2]1.[Br:10]N1C(=O)CCC1=O. The catalyst is O1CCCC1.N1C=CC=CC=1. The product is [Br:10][C:5]1[NH:1][CH:2]=[C:3]([C:6]([O:8][CH3:9])=[O:7])[CH:4]=1. The yield is 0.490.